From a dataset of Full USPTO retrosynthesis dataset with 1.9M reactions from patents (1976-2016). Predict the reactants needed to synthesize the given product. (1) Given the product [CH3:1][C:2]1([CH3:20])[CH2:7][CH2:6][N:5]([C:8]2[CH:9]=[CH:10][C:11]([S:14][C:15]([F:18])([F:17])[F:16])=[CH:12][CH:13]=2)[C:4](=[O:19])[N:3]1[CH2:24][C:25]1[C:33]2[C:28](=[N:29][CH:30]=[CH:31][CH:32]=2)[NH:27][CH:26]=1, predict the reactants needed to synthesize it. The reactants are: [CH3:1][C:2]1([CH3:20])[CH2:7][CH2:6][N:5]([C:8]2[CH:13]=[CH:12][C:11]([S:14][C:15]([F:18])([F:17])[F:16])=[CH:10][CH:9]=2)[C:4](=[O:19])[NH:3]1.[H-].[Na+].Cl[CH2:24][C:25]1[C:33]2[C:28](=[N:29][CH:30]=[CH:31][CH:32]=2)[N:27](C(OC(C)(C)C)=O)[CH:26]=1. (2) Given the product [CH3:1][O:2][C:3]1[CH:4]=[C:5]([CH:23]=[CH:24][C:25]=1[O:26][CH3:27])[CH2:6][CH:7]1[C:16]2[C:11](=[C:12]([O:21][CH3:22])[C:13]([O:19][CH3:20])=[C:14]([O:17][CH3:18])[CH:15]=2)[CH2:10][CH2:9][N:8]1[CH2:29][C:30]([NH:43][CH:33]1[C:42]2[C:37](=[CH:38][CH:39]=[CH:40][CH:41]=2)[CH2:36][CH2:35][CH2:34]1)=[O:31], predict the reactants needed to synthesize it. The reactants are: [CH3:1][O:2][C:3]1[CH:4]=[C:5]([CH:23]=[CH:24][C:25]=1[O:26][CH3:27])[CH2:6][CH:7]1[C:16]2[C:11](=[C:12]([O:21][CH3:22])[C:13]([O:19][CH3:20])=[C:14]([O:17][CH3:18])[CH:15]=2)[CH2:10][CH2:9][NH:8]1.Br[CH2:29][C:30](Br)=[O:31].[CH:33]1([NH2:43])[C:42]2[C:37](=[CH:38][CH:39]=[CH:40][CH:41]=2)[CH2:36][CH2:35][CH2:34]1. (3) Given the product [CH2:9]([S:17][C@@H:2]1[CH2:3][CH2:4][CH2:5][CH2:6][C@H:1]1[C:7]#[N:8])[CH2:10][C:11]1[CH:16]=[CH:15][CH:14]=[CH:13][CH:12]=1, predict the reactants needed to synthesize it. The reactants are: [C:1]1([C:7]#[N:8])[CH2:6][CH2:5][CH2:4][CH2:3][CH:2]=1.[CH2:9]([SH:17])[CH2:10][C:11]1[CH:16]=[CH:15][CH:14]=[CH:13][CH:12]=1. (4) Given the product [CH2:1]([O:8][C:9]1[CH:10]=[CH:11][C:12]([CH2:15][O:16][CH2:17][C:18]2([CH3:20])[CH2:19][O:29]2)=[CH:13][CH:14]=1)[C:2]1[CH:3]=[CH:4][CH:5]=[CH:6][CH:7]=1, predict the reactants needed to synthesize it. The reactants are: [CH2:1]([O:8][C:9]1[CH:14]=[CH:13][C:12]([CH2:15][O:16][CH2:17][C:18]([CH3:20])=[CH2:19])=[CH:11][CH:10]=1)[C:2]1[CH:7]=[CH:6][CH:5]=[CH:4][CH:3]=1.ClC1C=CC=C(C(OO)=[O:29])C=1. (5) Given the product [N:1]([CH2:4][C@H:5]([NH:6][C:27](=[O:28])[C@H:26]([C:20]1[CH:25]=[CH:24][CH:23]=[CH:22][CH:21]=1)[CH3:30])[C:7]1[CH:12]=[CH:11][C:10]([O:13][CH2:14][CH:15]([CH3:19])[CH2:16][CH2:17][CH3:18])=[CH:9][CH:8]=1)=[N+:2]=[N-:3], predict the reactants needed to synthesize it. The reactants are: [N:1]([CH2:4][C@@H:5]([C:7]1[CH:12]=[CH:11][C:10]([O:13][CH2:14][CH:15]([CH3:19])[CH2:16][CH2:17][CH3:18])=[CH:9][CH:8]=1)[NH2:6])=[N+:2]=[N-:3].[C:20]1([C@H:26]([CH3:30])[C:27](O)=[O:28])[CH:25]=[CH:24][CH:23]=[CH:22][CH:21]=1.C(N(CC)C(C)C)(C)C.CN(C(ON1N=NC2C=CC=NC1=2)=[N+](C)C)C.F[P-](F)(F)(F)(F)F.C([O-])(O)=O.[Na+].